From a dataset of Full USPTO retrosynthesis dataset with 1.9M reactions from patents (1976-2016). Predict the reactants needed to synthesize the given product. (1) Given the product [OH:41][C:35]([C:37]([F:40])([F:39])[F:38])=[O:36].[NH2:24][C@H:17]([C:18]([C@@:20]1([CH3:23])[CH2:22][O:21]1)=[O:19])[CH2:16][C:13]1[CH:14]=[CH:15][C:10]([CH2:9][NH:8][C:6](=[O:7])[O:5][C:1]([CH3:4])([CH3:3])[CH3:2])=[CH:11][CH:12]=1, predict the reactants needed to synthesize it. The reactants are: [C:1]([O:5][C:6]([NH:8][CH2:9][C:10]1[CH:15]=[CH:14][C:13]([CH2:16][C@H:17]([NH:24]C(=O)OCC2C=CC=CC=2)[C:18]([C@@:20]2([CH3:23])[CH2:22][O:21]2)=[O:19])=[CH:12][CH:11]=1)=[O:7])([CH3:4])([CH3:3])[CH3:2].[C:35]([OH:41])([C:37]([F:40])([F:39])[F:38])=[O:36]. (2) Given the product [CH2:18]1[N:13]([CH:11]=[O:12])[CH2:14][CH2:15][N:16]([C:19]2[CH:26]=[CH:25][C:22](/[CH:23]=[C:3]3\[C:4]4[C:9]([NH:1][C:2]\3=[O:10])=[CH:8][CH:7]=[CH:6][CH:5]=4)=[CH:21][CH:20]=2)[CH2:17]1, predict the reactants needed to synthesize it. The reactants are: [NH:1]1[C:9]2[C:4](=[CH:5][CH:6]=[CH:7][CH:8]=2)[CH2:3][C:2]1=[O:10].[CH:11]([N:13]1[CH2:18][CH2:17][N:16]([C:19]2[CH:26]=[CH:25][C:22]([CH:23]=O)=[CH:21][CH:20]=2)[CH2:15][CH2:14]1)=[O:12]. (3) Given the product [C:20]([C:19]1[C:13]2[CH:14]=[C:15]([CH3:17])[O:16][C:12]=2[CH:11]=[CH:10][C:9]=1[OH:8])([CH3:23])([CH3:22])[CH3:21], predict the reactants needed to synthesize it. The reactants are: C([O:8][C:9]1[CH:10]=[CH:11][C:12]2[O:16][C:15]([CH:17]=O)=[CH:14][C:13]=2[C:19]=1[C:20]([CH3:23])([CH3:22])[CH3:21])C1C=CC=CC=1.C(OCC)(=O)C.[H][H]. (4) Given the product [CH3:38][O:37][C:34]1[CH:33]=[CH:32][C:31]([CH2:30][N:8]([CH2:7][C:6]2[CH:5]=[CH:4][C:3]([O:2][CH3:1])=[CH:40][CH:39]=2)[C:9]2[N:10]=[CH:11][C:12]([C:15]3[C:16]4[CH2:29][CH2:28][N:27]([C:42]5[CH:47]=[CH:46][C:45]([C:48]([N:50]6[CH2:51][CH2:52][N:53]([CH2:56][CH2:57][OH:58])[CH2:54][CH2:55]6)=[O:49])=[CH:44][C:43]=5[CH3:59])[C:17]=4[N:18]=[C:19]([N:21]4[CH2:26][CH2:25][O:24][CH2:23][CH2:22]4)[N:20]=3)=[CH:13][N:14]=2)=[CH:36][CH:35]=1, predict the reactants needed to synthesize it. The reactants are: [CH3:1][O:2][C:3]1[CH:40]=[CH:39][C:6]([CH2:7][N:8]([CH2:30][C:31]2[CH:36]=[CH:35][C:34]([O:37][CH3:38])=[CH:33][CH:32]=2)[C:9]2[N:14]=[CH:13][C:12]([C:15]3[C:16]4[CH2:29][CH2:28][NH:27][C:17]=4[N:18]=[C:19]([N:21]4[CH2:26][CH2:25][O:24][CH2:23][CH2:22]4)[N:20]=3)=[CH:11][N:10]=2)=[CH:5][CH:4]=1.Br[C:42]1[CH:47]=[CH:46][C:45]([C:48]([N:50]2[CH2:55][CH2:54][N:53]([CH2:56][CH2:57][OH:58])[CH2:52][CH2:51]2)=[O:49])=[CH:44][C:43]=1[CH3:59]. (5) Given the product [CH:17]1([N:7]2[CH2:8][CH:9]([CH2:15][CH3:16])[C:10](=[O:14])[N:11]([CH2:12][CH3:13])[C:5]3[CH:4]=[N:3][C:2]([NH:23][C:24]4[CH:32]=[CH:31][C:27]([C:28]([OH:30])=[O:29])=[CH:26][C:25]=4[O:33][CH3:34])=[N:22][C:6]2=3)[CH2:21][CH2:20][CH2:19][CH2:18]1, predict the reactants needed to synthesize it. The reactants are: Cl[C:2]1[N:3]=[CH:4][C:5]2[N:11]([CH2:12][CH3:13])[C:10](=[O:14])[CH:9]([CH2:15][CH3:16])[CH2:8][N:7]([CH:17]3[CH2:21][CH2:20][CH2:19][CH2:18]3)[C:6]=2[N:22]=1.[NH2:23][C:24]1[CH:32]=[CH:31][C:27]([C:28]([OH:30])=[O:29])=[CH:26][C:25]=1[O:33][CH3:34].C(O)C. (6) Given the product [F:10][C:11]1[CH:18]=[CH:17][CH:16]=[C:15]([F:19])[C:12]=1[CH:13]1[O:6][N:5]=[C:4]([C:3]([N:2]([CH3:9])[CH3:1])=[O:8])[CH2:14]1, predict the reactants needed to synthesize it. The reactants are: [CH3:1][N:2]([CH3:9])[C:3](=[O:8])[C:4](Cl)=[N:5][OH:6].[F:10][C:11]1[CH:18]=[CH:17][CH:16]=[C:15]([F:19])[C:12]=1[CH:13]=[CH2:14].C(=O)(O)[O-].[K+].